Dataset: Forward reaction prediction with 1.9M reactions from USPTO patents (1976-2016). Task: Predict the product of the given reaction. (1) Given the reactants [Cl-].[O:2]=[C:3]1[C:12]2[C:7](=[CH:8][C:9]([CH2:13][CH2:14][CH:15]3[CH2:20][CH2:19][NH2+:18][CH2:17][CH2:16]3)=[CH:10][CH:11]=2)[CH2:6][CH2:5][O:4]1.[C:21]([C:23]1[C:28]([O:29][CH3:30])=[CH:27][C:26]([CH2:31][C:32](O)=[O:33])=[C:25]([F:35])[CH:24]=1)#[N:22], predict the reaction product. The product is: [F:35][C:25]1[C:26]([CH2:31][C:32](=[O:33])[N:18]2[CH2:17][CH2:16][CH:15]([CH2:14][CH2:13][C:9]3[CH:8]=[C:7]4[C:12](=[CH:11][CH:10]=3)[C:3](=[O:2])[O:4][CH2:5][CH2:6]4)[CH2:20][CH2:19]2)=[CH:27][C:28]([O:29][CH3:30])=[C:23]([CH:24]=1)[C:21]#[N:22]. (2) Given the reactants [Cl:1][C:2]1[C:3]([F:23])=[CH:4][C:5]([I:22])=[C:6]([NH:8][C:9]([C:11]2[CH:12]=[N:13][N:14]([CH:16]3[CH2:21][CH2:20][CH2:19][CH2:18][O:17]3)[CH:15]=2)=[O:10])[CH:7]=1.CC(C)([O-])C.[K+].FC(F)(F)S(O[CH2:36][C:37]([F:40])([F:39])[F:38])(=O)=O.C([O-])(O)=O.[Na+], predict the reaction product. The product is: [Cl:1][C:2]1[C:3]([F:23])=[CH:4][C:5]([I:22])=[C:6]([N:8]([CH2:36][C:37]([F:40])([F:39])[F:38])[C:9]([C:11]2[CH:12]=[N:13][N:14]([CH:16]3[CH2:21][CH2:20][CH2:19][CH2:18][O:17]3)[CH:15]=2)=[O:10])[CH:7]=1.